Dataset: Reaction yield outcomes from USPTO patents with 853,638 reactions. Task: Predict the reaction yield, written as a fraction of the theoretical maximum amount of product (1.0 means a 100% yield; for example, 0.34 means a 34% yield). (1) The reactants are [F:1][C:2]1[CH:7]=[CH:6][C:5]([F:8])=[CH:4][C:3]=1/[N:9]=[N:10]/[CH2:11][CH2:12][C:13]#[N:14]. The catalyst is [OH-].[Na+]. The product is [F:1][C:2]1[CH:7]=[CH:6][C:5]([F:8])=[CH:4][C:3]=1[N:9]1[C:13]([NH2:14])=[CH:12][CH:11]=[N:10]1. The yield is 0.880. (2) The reactants are [NH2:1][C@H:2]([C:5]1[N:14]([C:15]2[CH:20]=[CH:19][CH:18]=[CH:17][CH:16]=2)[C:13](=[O:21])[C:12]2[C:7](=[CH:8][CH:9]=[CH:10][C:11]=2[F:22])[N:6]=1)[CH2:3][CH3:4].Cl[C:24]1[N:29]=[CH:28][N:27]=[C:26]([NH2:30])[C:25]=1[C:31]1[O:35][N:34]=[C:33]([CH3:36])[N:32]=1.CCN(C(C)C)C(C)C.CCOC(C)=O. The catalyst is CCCCO. The product is [NH2:30][C:26]1[N:27]=[CH:28][N:29]=[C:24]([NH:1][C@H:2]([C:5]2[N:14]([C:15]3[CH:16]=[CH:17][CH:18]=[CH:19][CH:20]=3)[C:13](=[O:21])[C:12]3[C:7](=[CH:8][CH:9]=[CH:10][C:11]=3[F:22])[N:6]=2)[CH2:3][CH3:4])[C:25]=1[C:31]1[O:35][N:34]=[C:33]([CH3:36])[N:32]=1. The yield is 0.685. (3) The reactants are Cl.[CH3:2][O:3][C:4]([C:6]1([NH2:12])[CH2:11][CH2:10][CH2:9][CH2:8][CH2:7]1)=[O:5].[CH3:13][O:14][C:15]1[CH:23]=[CH:22][C:18]([C:19](Cl)=[O:20])=[CH:17][CH:16]=1. No catalyst specified. The product is [CH3:2][O:3][C:4]([C:6]1([NH:12][C:19]([C:18]2[CH:22]=[CH:23][C:15]([O:14][CH3:13])=[CH:16][CH:17]=2)=[O:20])[CH2:7][CH2:8][CH2:9][CH2:10][CH2:11]1)=[O:5]. The yield is 0.710. (4) The reactants are [C:1]([C:5]1[CH:17]=[CH:16][C:15]2[C:14]3[C:9](=[CH:10][C:11]([C:18]([CH3:21])([CH3:20])[CH3:19])=[CH:12][CH:13]=3)[N:8]([C:22]3[CH:27]=[C:26]([C:28]([CH3:35])([CH2:30][C:31]([CH3:34])([CH3:33])[CH3:32])[CH3:29])[CH:25]=[CH:24][C:23]=3[O:36][CH:37]3[CH2:42][CH2:41][CH2:40][CH2:39][O:38]3)[C:7]=2[CH:6]=1)([CH3:4])([CH3:3])[CH3:2].C([Li])CCC.C(O[B:52]1[O:56][C:55]([CH3:58])([CH3:57])[C:54]([CH3:60])([CH3:59])[O:53]1)(C)C.C(=O)(O)[O-].[Na+]. The catalyst is C(#N)C.O1CCCC1. The product is [C:1]([C:5]1[CH:17]=[CH:16][C:15]2[C:14]3[C:9](=[CH:10][C:11]([C:18]([CH3:21])([CH3:19])[CH3:20])=[CH:12][CH:13]=3)[N:8]([C:22]3[CH:27]=[C:26]([C:28]([CH3:29])([CH2:30][C:31]([CH3:34])([CH3:33])[CH3:32])[CH3:35])[CH:25]=[C:24]([B:52]4[O:56][C:55]([CH3:58])([CH3:57])[C:54]([CH3:60])([CH3:59])[O:53]4)[C:23]=3[O:36][CH:37]3[CH2:42][CH2:41][CH2:40][CH2:39][O:38]3)[C:7]=2[CH:6]=1)([CH3:2])([CH3:3])[CH3:4]. The yield is 0.863.